From a dataset of Reaction yield outcomes from USPTO patents with 853,638 reactions. Predict the reaction yield, written as a fraction of the theoretical maximum amount of product (1.0 means a 100% yield; for example, 0.34 means a 34% yield). (1) The reactants are N1(C2CCCCCCCCCC2)CCCN=CCCCC[CH2:2]1.[F:23][C:24]([F:46])([F:45])[O:25][C:26]1[CH:31]=[CH:30][C:29]([N:32]2[CH:36]=[N:35][C:34]([C:37]3[CH:44]=[CH:43][C:40]([CH:41]=O)=[CH:39][CH:38]=3)=[N:33]2)=[CH:28][CH:27]=1.O. The catalyst is [Br-].C[P+](C1C=CC=CC=1)(C1C=CC=CC=1)C1C=CC=CC=1.O1CCCC1. The product is [F:23][C:24]([F:46])([F:45])[O:25][C:26]1[CH:31]=[CH:30][C:29]([N:32]2[CH:36]=[N:35][C:34]([C:37]3[CH:44]=[CH:43][C:40]([CH:41]=[CH2:2])=[CH:39][CH:38]=3)=[N:33]2)=[CH:28][CH:27]=1. The yield is 0.670. (2) The reactants are [Cl:1][C:2]1[N:7]=[CH:6][C:5]([NH2:8])=[C:4](I)[CH:3]=1.[C:10]1(B(O)O)[CH:15]=[CH:14][CH:13]=[CH:12][CH:11]=1.C([O-])([O-])=O.[Na+].[Na+].C1(C)C=CC=CC=1. The catalyst is O1CCOCC1.C1C=CC(P(C2C=CC=CC=2)[C-]2C=CC=C2)=CC=1.C1C=CC(P(C2C=CC=CC=2)[C-]2C=CC=C2)=CC=1.Cl[Pd]Cl.[Fe+2]. The product is [Cl:1][C:2]1[N:7]=[CH:6][C:5]([NH2:8])=[C:4]([C:10]2[CH:15]=[CH:14][CH:13]=[CH:12][CH:11]=2)[CH:3]=1. The yield is 0.970. (3) The reactants are [CH3:1][N:2]1[C:6]([C:7]2[CH:8]=[C:9]([C:13]([OH:15])=O)[S:10][C:11]=2[CH3:12])=[C:5]([CH3:16])[CH:4]=[N:3]1.[NH2:17][C@@H:18]([CH2:31][C:32]1[CH:37]=[CH:36][CH:35]=[C:34]([C:38]([F:41])([F:40])[F:39])[CH:33]=1)[CH2:19][N:20]1[C:28](=[O:29])[C:27]2[C:22](=[CH:23][CH:24]=[CH:25][CH:26]=2)[C:21]1=[O:30].CC(OC(N[C@H](C(O)=O)CC1C=CC=CC=1C(F)(F)F)=O)(C)C.C1CN([P+](Br)(N2CCCC2)N2CCCC2)CC1.F[P-](F)(F)(F)(F)F.CCN(C(C)C)C(C)C. The product is [CH3:1][N:2]1[C:6]([C:7]2[CH:8]=[C:9]([C:13]([NH:17][C@@H:18]([CH2:31][C:32]3[CH:37]=[CH:36][CH:35]=[C:34]([C:38]([F:41])([F:39])[F:40])[CH:33]=3)[CH2:19][N:20]3[C:21](=[O:30])[C:22]4[C:27](=[CH:26][CH:25]=[CH:24][CH:23]=4)[C:28]3=[O:29])=[O:15])[S:10][C:11]=2[CH3:12])=[C:5]([CH3:16])[CH:4]=[N:3]1. The catalyst is C(Cl)(Cl)Cl. The yield is 0.800. (4) The reactants are [I:1]N1C(C)(C)C(=O)N(I)C1=O.[CH3:12][C:13]([NH:19][C:20]([C:22]1[CH:34]=[CH:33][CH:32]=[CH:31][C:23]=1[C:24]([O:26][CH2:27][CH2:28][CH2:29][CH3:30])=[O:25])=[O:21])([CH3:18])[CH2:14][S:15]([CH3:17])=[O:16]. The catalyst is C([O-])(=O)C.[Pd+2].C([O-])(=O)C.CN(C)C(=O)C. The product is [CH3:12][C:13]([NH:19][C:20]([C:22]1[C:34]([I:1])=[CH:33][CH:32]=[CH:31][C:23]=1[C:24]([O:26][CH2:27][CH2:28][CH2:29][CH3:30])=[O:25])=[O:21])([CH3:18])[CH2:14][S:15]([CH3:17])=[O:16]. The yield is 0.820. (5) The reactants are [N:1]1([C:7]([O:9][C:10]([CH3:13])([CH3:12])[CH3:11])=[O:8])[CH2:6][CH2:5][NH:4][CH2:3][CH2:2]1.[Cl:14][C:15]1[CH:16]=[C:17]([CH:20]=[CH:21][C:22]=1F)[C:18]#[N:19].C([O-])([O-])=O.[K+].[K+]. No catalyst specified. The product is [Cl:14][C:15]1[CH:16]=[C:17]([C:18]#[N:19])[CH:20]=[CH:21][C:22]=1[N:4]1[CH2:5][CH2:6][N:1]([C:7]([O:9][C:10]([CH3:13])([CH3:12])[CH3:11])=[O:8])[CH2:2][CH2:3]1. The yield is 0.790.